Task: Predict the reaction yield, written as a fraction of the theoretical maximum amount of product (1.0 means a 100% yield; for example, 0.34 means a 34% yield).. Dataset: Reaction yield outcomes from USPTO patents with 853,638 reactions (1) The reactants are [CH3:1][N:2]([CH3:15])[C:3]([N:5]1[CH2:9][CH:8]2[CH2:10][C:11]([NH2:14])([CH3:13])[CH2:12][CH:7]2[CH2:6]1)=[O:4].Cl[CH2:17][C:18]([N:20]1[CH2:24][C@@H:23]([F:25])[CH2:22][C@H:21]1[C:26]#[N:27])=[O:19].C(=O)([O-])[O-].[K+].[K+]. The catalyst is ClCCl.CN(C)C=O. The product is [C:26]([C@@H:21]1[CH2:22][C@H:23]([F:25])[CH2:24][N:20]1[C:18](=[O:19])[CH2:17][NH:14][C:11]1([CH3:13])[CH2:12][CH:7]2[CH2:6][N:5]([C:3]([N:2]([CH3:1])[CH3:15])=[O:4])[CH2:9][CH:8]2[CH2:10]1)#[N:27]. The yield is 0.580. (2) The product is [C:14]([O:17][CH2:2][C:3](=[O:13])[CH2:4][C:5]1[CH:10]=[CH:9][C:8]([Cl:11])=[C:7]([Cl:12])[CH:6]=1)(=[O:16])[CH3:15]. The yield is 0.330. The reactants are Cl[CH2:2][C:3](=[O:13])[CH2:4][C:5]1[CH:10]=[CH:9][C:8]([Cl:11])=[C:7]([Cl:12])[CH:6]=1.[C:14]([OH:17])(=[O:16])[CH3:15].C(N(CC)CC)C. The catalyst is CC(C)=O.